Dataset: Forward reaction prediction with 1.9M reactions from USPTO patents (1976-2016). Task: Predict the product of the given reaction. (1) Given the reactants [CH2:1]([C:3]1[C:4](=[O:26])[N:5]([CH2:18][CH2:19][C:20]2[CH:25]=[CH:24][CH:23]=[CH:22][CH:21]=2)[C:6]([C:10]2[CH:15]=[CH:14][CH:13]=[CH:12][C:11]=2[O:16][CH3:17])=[N:7][C:8]=1[CH3:9])[CH3:2].[Li+].[CH3:28]C([N-]C(C)C)C.CI, predict the reaction product. The product is: [CH2:1]([C:3]1[C:4](=[O:26])[N:5]([CH2:18][CH2:19][C:20]2[CH:21]=[CH:22][CH:23]=[CH:24][CH:25]=2)[C:6]([C:10]2[CH:15]=[CH:14][CH:13]=[CH:12][C:11]=2[O:16][CH3:17])=[N:7][C:8]=1[CH2:9][CH3:28])[CH3:2]. (2) Given the reactants [C:1]1([C:7]2([CH2:12][CH2:13][OH:14])[CH2:11][CH2:10][NH:9][CH2:8]2)[CH:6]=[CH:5][CH:4]=[CH:3][CH:2]=1.[C:15]([C@:25]([C:42]([OH:44])=[O:43])([OH:41])[C@:26]([C:31](=[O:40])[C:32]1[CH:37]=[CH:36][C:35]([O:38][CH3:39])=[CH:34][CH:33]=1)([OH:30])[C:27]([OH:29])=[O:28])(=[O:24])[C:16]1[CH:21]=[CH:20][C:19]([O:22][CH3:23])=[CH:18][CH:17]=1.CC(C)=O, predict the reaction product. The product is: [C:31]([C@:26]([C:27]([OH:29])=[O:28])([OH:30])[C@:25]([C:15](=[O:24])[C:16]1[CH:21]=[CH:20][C:19]([O:22][CH3:23])=[CH:18][CH:17]=1)([OH:41])[C:42]([OH:44])=[O:43])(=[O:40])[C:32]1[CH:37]=[CH:36][C:35]([O:38][CH3:39])=[CH:34][CH:33]=1.[C:1]1([C:7]2([CH2:12][CH2:13][OH:14])[CH2:11][CH2:10][NH:9][CH2:8]2)[CH:2]=[CH:3][CH:4]=[CH:5][CH:6]=1. (3) Given the reactants [N:1]12[CH2:8][CH2:7][CH:4]([CH2:5][CH2:6]1)[CH:3]([OH:9])[CH2:2]2.[H-].[Na+].Cl[C:13]1[N:14]=[N:15][C:16]([C:19]2[CH:24]=[CH:23][C:22]([F:25])=[CH:21][CH:20]=2)=[CH:17][CH:18]=1, predict the reaction product. The product is: [F:25][C:22]1[CH:21]=[CH:20][C:19]([C:16]2[N:15]=[N:14][C:13]([O:9][CH:3]3[CH:4]4[CH2:7][CH2:8][N:1]([CH2:6][CH2:5]4)[CH2:2]3)=[CH:18][CH:17]=2)=[CH:24][CH:23]=1. (4) Given the reactants [F:1][C:2]1[C:10]2[C:9](=[O:11])[O:8][C:7](=O)[C:6]=2[CH:5]=[CH:4][CH:3]=1.C([NH2:15])=O, predict the reaction product. The product is: [F:1][C:2]1[CH:3]=[CH:4][CH:5]=[C:6]2[C:10]=1[C:9](=[O:11])[NH:15][C:7]2=[O:8]. (5) Given the reactants [CH3:1][CH:2]1[C:10]2[CH:9]=[C:8]3[O:11][CH2:12][C:13](=[O:16])[CH2:14][O:15][C:7]3=[CH:6][C:5]=2[CH2:4][CH2:3]1.[CH3:17][CH:18](C)CCC1C=CC2OCC(=O)COC=2C=1, predict the reaction product. The product is: [CH2:4]([C:5]1[CH:10]=[CH:9][C:8]2[O:11][CH2:12][C:13](=[O:16])[CH2:14][O:15][C:7]=2[CH:6]=1)[CH2:3][CH2:2][CH2:1][CH2:17][CH3:18]. (6) The product is: [C:17]12([C:16]3[C:11]([O:10][C:7]4[N:8]=[CH:9][C:4]([NH2:1])=[CH:5][CH:6]=4)=[CH:12][CH:13]=[CH:14][C:15]=3[CH2:22][O:21][CH2:20]1)[CH2:19][CH2:18]2. Given the reactants [N+:1]([C:4]1[CH:5]=[CH:6][C:7]([O:10][C:11]2[C:16]3[C:17]4([CH2:20][O:21][CH2:22][C:15]=3[CH:14]=[CH:13][CH:12]=2)[CH2:19][CH2:18]4)=[N:8][CH:9]=1)([O-])=O.O.[Cl-].[NH4+], predict the reaction product. (7) Given the reactants [Br:1][C:2]1[CH:3]=[CH:4][C:5]([CH3:13])=[C:6]([S:8][CH2:9][C:10](O)=[O:11])[CH:7]=1.O=S(Cl)[Cl:16], predict the reaction product. The product is: [Br:1][C:2]1[CH:3]=[CH:4][C:5]([CH3:13])=[C:6]([S:8][CH2:9][C:10]([Cl:16])=[O:11])[CH:7]=1.